From a dataset of Reaction yield outcomes from USPTO patents with 853,638 reactions. Predict the reaction yield, written as a fraction of the theoretical maximum amount of product (1.0 means a 100% yield; for example, 0.34 means a 34% yield). (1) The reactants are Cl.N([C:4]1[C:13]2[C:8](=[CH:9][CH:10]=[CH:11][CH:12]=2)C=NN=1)N.[CH3:14][C:15](=[O:18])CC. The catalyst is CO.O. The product is [CH2:15]([OH:18])[CH3:14].[CH3:4][CH2:13][CH2:8][CH2:9][CH2:10][CH2:11][CH3:12]. The yield is 0.780. (2) The reactants are [CH3:1][CH:2]1[CH2:7][CH2:6][N:5]([C:8]2[CH:13]=[CH:12][CH:11]=[CH:10][C:9]=2[NH:14][C:15]([C:17]2[N:18](COCC[Si](C)(C)C)[CH:19]=[C:20]([C:22]#[N:23])[N:21]=2)=[O:16])[CH2:4][CH2:3]1.[C:32]([OH:38])([C:34]([F:37])([F:36])[F:35])=[O:33]. The catalyst is C(Cl)Cl.CCO. The product is [F:35][C:34]([F:37])([F:36])[C:32]([OH:38])=[O:33].[CH3:1][CH:2]1[CH2:7][CH2:6][N:5]([C:8]2[CH:13]=[CH:12][CH:11]=[CH:10][C:9]=2[NH:14][C:15]([C:17]2[NH:18][CH:19]=[C:20]([C:22]#[N:23])[N:21]=2)=[O:16])[CH2:4][CH2:3]1. The yield is 0.100.